From a dataset of Retrosynthesis with 50K atom-mapped reactions and 10 reaction types from USPTO. Predict the reactants needed to synthesize the given product. (1) Given the product CC(C)(C)SC(=O)CC(O)CC(O)c1ccccc1, predict the reactants needed to synthesize it. The reactants are: CC(C)(C)SC(=O)CC(=O)CC(O)c1ccccc1. (2) Given the product CCc1cccc2cc(C3(C)OCCO3)oc12, predict the reactants needed to synthesize it. The reactants are: CCc1cccc2cc(C(C)=O)oc12.OCCO. (3) The reactants are: CC(C)(C)C(=O)Cl.Nc1cccc(Br)n1. Given the product CC(C)(C)C(=O)Nc1cccc(Br)n1, predict the reactants needed to synthesize it. (4) Given the product CCC(NC(=O)OC(C)(C)C)C(=O)N(C)OC, predict the reactants needed to synthesize it. The reactants are: CCC(NC(=O)OC(C)(C)C)C(=O)O.CNOC. (5) Given the product NCCc1csc2ccc(F)cc12, predict the reactants needed to synthesize it. The reactants are: N#CCc1csc2ccc(F)cc12.